This data is from Peptide-MHC class II binding affinity with 134,281 pairs from IEDB. The task is: Regression. Given a peptide amino acid sequence and an MHC pseudo amino acid sequence, predict their binding affinity value. This is MHC class II binding data. The peptide sequence is FFIQSFTMSTALKRL. The MHC is HLA-DQA10501-DQB10201 with pseudo-sequence HLA-DQA10501-DQB10201. The binding affinity (normalized) is 0.246.